From a dataset of hERG potassium channel inhibition data for cardiac toxicity prediction from Karim et al.. Regression/Classification. Given a drug SMILES string, predict its toxicity properties. Task type varies by dataset: regression for continuous values (e.g., LD50, hERG inhibition percentage) or binary classification for toxic/non-toxic outcomes (e.g., AMES mutagenicity, cardiotoxicity, hepatotoxicity). Dataset: herg_karim. (1) The compound is CC(=O)N[C@H]1CC[C@H]([C@H](C)[C@H](N)C(=O)N2CC[C@H](F)C2)CC1. The result is 0 (non-blocker). (2) The compound is CC/N=C(/c1ccc(OC)c(OC)c1)N1CCCc2cc(C3=NN(C)C(=O)SC3)ccc21. The result is 1 (blocker). (3) The molecule is CCCCN1CCC[C@H]1Cn1nc(Cc2ccc(Cl)cc2)c2cccnc2c1=O. The result is 1 (blocker). (4) The compound is CC(=O)N1CC2CN(Cc3ccc(Oc4nc5ncccc5s4)cc3)CC2C1. The result is 0 (non-blocker). (5) The molecule is Fc1ccc(-c2c[nH]c([C@H]3Cc4c([nH]c5ccccc45)[C@@H](C4CCOCC4)N3)n2)c(F)c1. The result is 1 (blocker). (6) The molecule is Nc1ncnc2c1c(-c1cccc(O)c1)cn2[C@H]1C[C@@H](CN2CCC2)C1. The result is 1 (blocker). (7) The drug is COc1cc2c(cc1Nc1ncc(Cl)c(Nc3ccccc3S(=O)(=O)C(C)C)n1)CCC(N)C2(C)C. The result is 0 (non-blocker). (8) The result is 0 (non-blocker). The molecule is Cc1cc(C)nc(N2C[C@H]3CN(C(=O)c4ccccc4-c4ncn[nH]4)C[C@H]3C2)n1. (9) The molecule is CCc1c(C2CCN(CCCSc3ccc(F)cc3)CC2)c2ccc(F)cc2n1-c1ccc(C(=O)O)cc1. The result is 1 (blocker). (10) The drug is C#C[C@H]1CC[C@@H](N2CC(NC(=O)CNc3nn(C)c4ccc(C(F)(F)F)cc34)C2)CC1. The result is 1 (blocker).